Dataset: Full USPTO retrosynthesis dataset with 1.9M reactions from patents (1976-2016). Task: Predict the reactants needed to synthesize the given product. (1) Given the product [C:21]([NH:20][C:18](=[O:19])[C:17]1[CH:25]=[CH:26][CH:27]=[C:15]([CH2:14][N:11]2[CH2:10][CH2:9][N:8]([C:6](=[O:7])[C:5]3[CH:28]=[CH:29][C:2]([NH:1][C:36]([NH:52][CH2:48][CH:49]([CH3:51])[CH3:50])=[O:37])=[C:3]([O:30][C:31]([F:33])([F:34])[F:32])[CH:4]=3)[CH2:13][CH2:12]2)[CH:16]=1)([CH3:24])([CH3:23])[CH3:22], predict the reactants needed to synthesize it. The reactants are: [NH2:1][C:2]1[CH:29]=[CH:28][C:5]([C:6]([N:8]2[CH2:13][CH2:12][N:11]([CH2:14][C:15]3[CH:16]=[C:17]([CH:25]=[CH:26][CH:27]=3)[C:18]([NH:20][C:21]([CH3:24])([CH3:23])[CH3:22])=[O:19])[CH2:10][CH2:9]2)=[O:7])=[CH:4][C:3]=1[O:30][C:31]([F:34])([F:33])[F:32].Cl[C:36](OC1C=CC([N+]([O-])=O)=CC=1)=[O:37].[CH2:48]([NH2:52])[CH:49]([CH3:51])[CH3:50]. (2) Given the product [NH2:17][C:4]1[CH:3]=[C:2]([Cl:1])[CH:7]=[CH:6][C:5]=1[NH:8][C:9]1[CH:10]=[CH:11][C:12]([C:15]#[N:16])=[N:13][CH:14]=1, predict the reactants needed to synthesize it. The reactants are: [Cl:1][C:2]1[CH:7]=[CH:6][C:5]([NH:8][C:9]2[CH:10]=[CH:11][C:12]([C:15]#[N:16])=[N:13][CH:14]=2)=[C:4]([N+:17]([O-])=O)[CH:3]=1. (3) Given the product [Cl:18][C:8]1[CH:7]=[C:6]([CH:4]([CH3:5])[C:3]([OH:19])=[O:2])[CH:11]=[CH:10][C:9]=1[CH2:12][CH2:13][C:14]([CH3:16])([CH3:17])[CH3:15], predict the reactants needed to synthesize it. The reactants are: C[O:2][C:3](=[O:19])[CH:4]([C:6]1[CH:11]=[CH:10][C:9]([CH2:12][CH2:13][C:14]([CH3:17])([CH3:16])[CH3:15])=[C:8]([Cl:18])[CH:7]=1)[CH3:5].[OH-].[Na+].Cl. (4) Given the product [CH3:1][O:2][C:3](=[O:29])[C:4]1[C:9]([N+:10]([O-:12])=[O:11])=[CH:8][CH:7]=[CH:6][C:5]=1[CH2:13][NH:14][C:15]([O:17][C:18]([CH3:20])([CH3:19])[CH3:21])=[O:16], predict the reactants needed to synthesize it. The reactants are: [CH3:1][O:2][C:3](=[O:29])[C:4]1[C:9]([N+:10]([O-:12])=[O:11])=[CH:8][CH:7]=[CH:6][C:5]=1[CH2:13][N:14](C(OC(C)(C)C)=O)[C:15]([O:17][C:18]([CH3:21])([CH3:20])[CH3:19])=[O:16].FC(F)(F)C(O)=O.C(=O)(O)[O-].[Na+].